Dataset: Reaction yield outcomes from USPTO patents with 853,638 reactions. Task: Predict the reaction yield, written as a fraction of the theoretical maximum amount of product (1.0 means a 100% yield; for example, 0.34 means a 34% yield). The reactants are Br[C:2]1[CH:7]=[CH:6][C:5]([NH:8][S:9]([CH3:12])(=[O:11])=[O:10])=[C:4]([CH3:13])[CH:3]=1.B1(B2OC(C)(C)C(C)(C)O2)OC(C)(C)C(C)(C)O1.Br[C:33]1[C:34]2[C:35]3[CH:48]=[CH:47][S:46][C:36]=3[C:37](=[O:45])[NH:38][C:39]=2[CH:40]=[CH:41][C:42]=1[O:43][CH3:44]. No catalyst specified. The product is [CH3:44][O:43][C:42]1[CH:41]=[CH:40][C:39]2[NH:38][C:37](=[O:45])[C:36]3[S:46][CH:47]=[CH:48][C:35]=3[C:34]=2[C:33]=1[C:2]1[CH:7]=[CH:6][C:5]([NH:8][S:9]([CH3:12])(=[O:11])=[O:10])=[C:4]([CH3:13])[CH:3]=1. The yield is 0.270.